This data is from Reaction yield outcomes from USPTO patents with 853,638 reactions. The task is: Predict the reaction yield, written as a fraction of the theoretical maximum amount of product (1.0 means a 100% yield; for example, 0.34 means a 34% yield). (1) The reactants are Cl[CH2:2][C:3]1[N:4]([CH3:14])[C:5]2[C:10]([C:11](=[O:13])[N:12]=1)=[CH:9][CH:8]=[CH:7][CH:6]=2.[OH:15][C:16]1[CH:23]=[CH:22][C:19]([CH:20]=[O:21])=[CH:18][CH:17]=1.C([O-])([O-])=O.[K+].[K+]. No catalyst specified. The product is [CH3:14][N:4]1[C:5]2[C:10](=[CH:9][CH:8]=[CH:7][CH:6]=2)[C:11](=[O:13])[N:12]=[C:3]1[CH2:2][O:15][C:16]1[CH:23]=[CH:22][C:19]([CH:20]=[O:21])=[CH:18][CH:17]=1. The yield is 0.650. (2) The reactants are C([O-])([O-])=O.[Cs+].[Cs+].[CH3:7][S:8]([C:11]1[CH:16]=[CH:15][C:14](F)=[CH:13][CH:12]=1)(=[O:10])=[O:9].[CH3:18][O:19][C:20]([C:22]1[C:30]2[O:29][C:28]([CH3:31])=[CH:27][C:26]=2[CH:25]=[C:24]([OH:32])[CH:23]=1)=[O:21]. The catalyst is CN(C=O)C. The product is [CH3:18][O:19][C:20]([C:22]1[C:30]2[O:29][C:28]([CH3:31])=[CH:27][C:26]=2[CH:25]=[C:24]([O:32][C:14]2[CH:15]=[CH:16][C:11]([S:8]([CH3:7])(=[O:10])=[O:9])=[CH:12][CH:13]=2)[CH:23]=1)=[O:21]. The yield is 0.920.